From a dataset of Full USPTO retrosynthesis dataset with 1.9M reactions from patents (1976-2016). Predict the reactants needed to synthesize the given product. (1) Given the product [NH2:13][C:14]1([CH2:19][NH:20][C:21](=[O:30])[C:22]2[CH:27]=[CH:26][C:25]([F:28])=[CH:24][C:23]=2[F:29])[CH2:18][CH2:17][N:16]([C:6]2[C:7]([C:8]#[N:9])=[C:2]([NH2:1])[N:3]=[CH:4][N:5]=2)[CH2:15]1, predict the reactants needed to synthesize it. The reactants are: [NH2:1][C:2]1[C:7]([C:8]#[N:9])=[C:6](Cl)[N:5]=[CH:4][N:3]=1.Cl.Cl.[NH2:13][C:14]1([CH2:19][NH:20][C:21](=[O:30])[C:22]2[CH:27]=[CH:26][C:25]([F:28])=[CH:24][C:23]=2[F:29])[CH2:18][CH2:17][NH:16][CH2:15]1.C(=O)([O-])[O-].[K+].[K+]. (2) Given the product [C:17]([C:19]1[CH:20]=[CH:21][C:22]([NH:25][C:26]([N:9]2[CH2:10][CH2:11][CH2:12][CH2:13][C:7]3[CH:6]=[CH:5][C:4]([CH:3]([O:2][CH3:1])[O:15][CH3:16])=[N:14][C:8]2=3)=[O:27])=[N:23][CH:24]=1)#[N:18], predict the reactants needed to synthesize it. The reactants are: [CH3:1][O:2][CH:3]([O:15][CH3:16])[C:4]1[CH:5]=[CH:6][C:7]2[CH2:13][CH2:12][CH2:11][CH2:10][NH:9][C:8]=2[N:14]=1.[C:17]([C:19]1[CH:20]=[CH:21][C:22]([NH:25][C:26](=O)[O:27]C2C=CC=CC=2)=[N:23][CH:24]=1)#[N:18]. (3) Given the product [F:17][C:18]([F:31])([F:30])[S:19]([O:9][CH2:8][C:2]1([F:1])[CH2:7][CH2:6][CH2:5][CH2:4][CH2:3]1)(=[O:21])=[O:20], predict the reactants needed to synthesize it. The reactants are: [F:1][C:2]1([CH2:8][OH:9])[CH2:7][CH2:6][CH2:5][CH2:4][CH2:3]1.C(N(CC)CC)C.[F:17][C:18]([F:31])([F:30])[S:19](O[S:19]([C:18]([F:31])([F:30])[F:17])(=[O:21])=[O:20])(=[O:21])=[O:20].O. (4) Given the product [C:4]([O:35][C:33](=[O:34])[CH2:32][C:3]([C:4]1[CH:9]=[CH:8][CH:7]=[C:6]([C:10]2[CH:15]=[C:14]([CH3:16])[N:13]=[C:12]([NH:17][CH2:18][CH2:19][O:20][CH3:21])[N:11]=2)[CH:5]=1)=[O:22])([CH3:9])([CH3:5])[CH3:3], predict the reactants needed to synthesize it. The reactants are: CO[C:3](=[O:22])[C:4]1[CH:9]=[CH:8][CH:7]=[C:6]([C:10]2[CH:15]=[C:14]([CH3:16])[N:13]=[C:12]([NH:17][CH2:18][CH2:19][O:20][CH3:21])[N:11]=2)[CH:5]=1.ClC1N=C(C2C=[C:32](C=CC=2)[C:33]([OH:35])=[O:34])C=C(C)N=1.